From a dataset of Forward reaction prediction with 1.9M reactions from USPTO patents (1976-2016). Predict the product of the given reaction. (1) Given the reactants O=[C:2]1[O:7][C:6]([C:8]2[CH:13]=[CH:12][CH:11]=[CH:10][C:9]=2[O:14]C(=O)C)=[N:5][C:4]2[CH:18]=[CH:19][CH:20]=[CH:21][C:3]1=2.[Cl:22][C:23]1[CH:28]=[CH:27][C:26]([CH2:29][CH2:30][NH2:31])=[CH:25][CH:24]=1, predict the reaction product. The product is: [Cl:22][C:23]1[CH:28]=[CH:27][C:26]([CH2:29][CH2:30][N:31]2[C:2](=[O:7])[C:3]3[C:4](=[CH:18][CH:19]=[CH:20][CH:21]=3)[N:5]=[C:6]2[C:8]2[CH:13]=[CH:12][CH:11]=[CH:10][C:9]=2[OH:14])=[CH:25][CH:24]=1. (2) Given the reactants [CH2:1]([Mg]Br)[CH:2]([CH3:4])[CH3:3].CCOCC.[N:12]1[C:19]([Cl:20])=[N:18][C:16](Cl)=[N:15][C:13]=1[Cl:14], predict the reaction product. The product is: [Cl:14][C:13]1[N:12]=[C:19]([Cl:20])[N:18]=[C:16]([CH2:1][CH:2]([CH3:4])[CH3:3])[N:15]=1.